This data is from Full USPTO retrosynthesis dataset with 1.9M reactions from patents (1976-2016). The task is: Predict the reactants needed to synthesize the given product. Given the product [Br:16][C:17]1[CH:22]=[CH:21][C:20]([C@@H:23]([NH:25][CH2:2][CH2:3][C:4]([C:10]2[CH:15]=[CH:14][CH:13]=[CH:12][CH:11]=2)([OH:9])[CH2:5][C:6]([CH3:8])=[CH2:7])[CH3:24])=[CH:19][CH:18]=1, predict the reactants needed to synthesize it. The reactants are: Cl[CH2:2][CH2:3][C:4]([C:10]1[CH:15]=[CH:14][CH:13]=[CH:12][CH:11]=1)([OH:9])[CH2:5][C:6]([CH3:8])=[CH2:7].[Br:16][C:17]1[CH:22]=[CH:21][C:20]([C@@H:23]([NH2:25])[CH3:24])=[CH:19][CH:18]=1.C([O-])([O-])=O.[K+].[K+].